Dataset: Reaction yield outcomes from USPTO patents with 853,638 reactions. Task: Predict the reaction yield, written as a fraction of the theoretical maximum amount of product (1.0 means a 100% yield; for example, 0.34 means a 34% yield). (1) The reactants are [NH2:1][C@:2]12[CH2:37][CH2:36][C@@H:35]([C:38]([CH3:40])=[CH2:39])[C@@H:3]1[C@@H:4]1[C@@:17]([CH3:20])([CH2:18][CH2:19]2)[C@@:16]2([CH3:21])[C@@H:7]([C@:8]3([CH3:34])[C@@H:13]([CH2:14][CH2:15]2)[C:12]([CH3:23])([CH3:22])[C:11]([C:24]2[CH:33]=[CH:32][C:27]([C:28]([O:30][CH3:31])=[O:29])=[CH:26][CH:25]=2)=[CH:10][CH2:9]3)[CH2:6][CH2:5]1.[CH:41]([CH:43]1[CH2:45][CH:44]1[C:46]([O:48][CH2:49][CH3:50])=[O:47])=O.C(O[BH-](OC(=O)C)OC(=O)C)(=O)C.[Na+]. The catalyst is ClCCCl.CC(C)[O-].[Ti+4].CC(C)[O-].CC(C)[O-].CC(C)[O-]. The product is [CH2:49]([O:48][C:46]([CH:44]1[CH2:45][CH:43]1[CH2:41][NH:1][C@:2]12[CH2:37][CH2:36][C@@H:35]([C:38]([CH3:40])=[CH2:39])[C@@H:3]1[C@@H:4]1[C@@:17]([CH3:20])([CH2:18][CH2:19]2)[C@@:16]2([CH3:21])[C@@H:7]([C@:8]3([CH3:34])[C@@H:13]([CH2:14][CH2:15]2)[C:12]([CH3:22])([CH3:23])[C:11]([C:24]2[CH:25]=[CH:26][C:27]([C:28]([O:30][CH3:31])=[O:29])=[CH:32][CH:33]=2)=[CH:10][CH2:9]3)[CH2:6][CH2:5]1)=[O:47])[CH3:50]. The yield is 0.890. (2) The reactants are [NH2:1][C:2]1[S:6][C:5]2[CH2:7][CH2:8][CH2:9][CH2:10][C:4]=2[C:3]=1[C:11]([C:13]1[CH:18]=[CH:17][C:16]([O:19][C:20]([F:23])([F:22])[F:21])=[CH:15][CH:14]=1)=O.[C:24]([O:31][CH3:32])(=[O:30])[CH2:25][CH2:26][C:27]([CH3:29])=O.Cl[Si](C)(C)C. The catalyst is CN(C=O)C. The product is [CH3:29][C:27]1[N:1]=[C:2]2[S:6][C:5]3[CH2:7][CH2:8][CH2:9][CH2:10][C:4]=3[C:3]2=[C:11]([C:13]2[CH:18]=[CH:17][C:16]([O:19][C:20]([F:23])([F:22])[F:21])=[CH:15][CH:14]=2)[C:26]=1[CH2:25][C:24]([O:31][CH3:32])=[O:30]. The yield is 0.780. (3) The reactants are [CH:1]1([N:7]([CH:18]2[CH2:23][CH2:22][CH2:21][CH2:20][CH2:19]2)[C:8]([NH:10][C:11]2[S:12][C:13]([CH:16]=O)=[CH:14][N:15]=2)=[O:9])[CH2:6][CH2:5][CH2:4][CH2:3][CH2:2]1.[C:24]([O:28][C:29]([N:31]1[CH2:36][CH2:35][NH:34][CH2:33][CH2:32]1)=[O:30])([CH3:27])([CH3:26])[CH3:25].C(O)(=O)C.C(O[BH-](OC(=O)C)OC(=O)C)(=O)C.[Na+]. No catalyst specified. The product is [C:24]([O:28][C:29]([N:31]1[CH2:36][CH2:35][N:34]([CH2:16][C:13]2[S:12][C:11]([NH:10][C:8]([N:7]([CH:18]3[CH2:23][CH2:22][CH2:21][CH2:20][CH2:19]3)[CH:1]3[CH2:6][CH2:5][CH2:4][CH2:3][CH2:2]3)=[O:9])=[N:15][CH:14]=2)[CH2:33][CH2:32]1)=[O:30])([CH3:27])([CH3:25])[CH3:26]. The yield is 0.550. (4) The reactants are [Br:1][C:2]1[CH:7]=[C:6]([O:8][C:9]2[CH:14]=[CH:13][CH:12]=[CH:11][CH:10]=2)[CH:5]=[CH:4][C:3]=1[CH2:15][CH2:16][OH:17].C(N(C(C)C)CC)(C)C.Cl[CH2:28][O:29][CH3:30]. The catalyst is C(Cl)Cl. The product is [Br:1][C:2]1[CH:7]=[C:6]([O:8][C:9]2[CH:14]=[CH:13][CH:12]=[CH:11][CH:10]=2)[CH:5]=[CH:4][C:3]=1[CH2:15][CH2:16][O:17][CH2:28][O:29][CH3:30]. The yield is 0.545.